From a dataset of Full USPTO retrosynthesis dataset with 1.9M reactions from patents (1976-2016). Predict the reactants needed to synthesize the given product. (1) Given the product [C:9]1(=[O:13])[C:10]2[C:6](=[CH:5][C:4]([O:3][C:15]3[CH:20]=[CH:19][C:18]([N+:21]([O-:23])=[O:22])=[CH:17][CH:16]=3)=[CH:12][CH:11]=2)[CH2:7][NH:8]1, predict the reactants needed to synthesize it. The reactants are: [H-].[Na+].[OH:3][C:4]1[CH:5]=[C:6]2[C:10](=[CH:11][CH:12]=1)[C:9](=[O:13])[NH:8][CH2:7]2.F[C:15]1[CH:20]=[CH:19][C:18]([N+:21]([O-:23])=[O:22])=[CH:17][CH:16]=1.O. (2) Given the product [ClH:23].[CH3:22][O:21][CH2:20][CH2:19][CH2:18][O:1][CH:2]1[CH2:3][CH2:4][NH:5][CH2:6][CH2:7]1, predict the reactants needed to synthesize it. The reactants are: [OH:1][CH:2]1[CH2:7][CH2:6][N:5](C(OC(C)(C)C)=O)[CH2:4][CH2:3]1.[H-].[Na+].Br[CH2:18][CH2:19][CH2:20][O:21][CH3:22].[ClH:23].O1CCOCC1. (3) The reactants are: C(Cl)(=O)C(Cl)=O.[N:7]1[CH:12]=[CH:11][C:10]([CH2:13][CH:14]([CH3:18])[C:15](O)=[O:16])=[CH:9][CH:8]=1.[NH3:19]. Given the product [N:7]1[CH:12]=[CH:11][C:10]([CH2:13][CH:14]([CH3:18])[C:15]([NH2:19])=[O:16])=[CH:9][CH:8]=1, predict the reactants needed to synthesize it. (4) The reactants are: Cl[C:2]1[C:3]2[CH:10]=[CH:9][N:8]([CH2:11][O:12][CH2:13][CH2:14][Si:15]([CH3:18])([CH3:17])[CH3:16])[C:4]=2[N:5]=[CH:6][N:7]=1.[CH3:19][C:20]1[CH:25]=[C:24]([CH3:26])[CH:23]=[CH:22][C:21]=1B(O)O.C(=O)(O)[O-].[Na+]. Given the product [CH3:19][C:20]1[CH:25]=[C:24]([CH3:26])[CH:23]=[CH:22][C:21]=1[C:2]1[C:3]2[CH:10]=[CH:9][N:8]([CH2:11][O:12][CH2:13][CH2:14][Si:15]([CH3:18])([CH3:17])[CH3:16])[C:4]=2[N:5]=[CH:6][N:7]=1, predict the reactants needed to synthesize it. (5) Given the product [NH2:1][C@H:2]([CH2:3][S:4][CH2:22][CH2:21][CH2:20][C:19](=[O:24])[NH:18][CH2:17][CH2:16][N:13]=[N+:14]=[N-:15])[C:5]([OH:7])=[O:6], predict the reactants needed to synthesize it. The reactants are: [NH2:1][C@H:2]([C:5]([OH:7])=[O:6])[CH2:3][SH:4].C(=O)(O)[O-].[Na+].[N:13]([CH2:16][CH2:17][NH:18][C:19](=[O:24])[CH2:20][CH2:21][CH2:22]Br)=[N+:14]=[N-:15].